From a dataset of Catalyst prediction with 721,799 reactions and 888 catalyst types from USPTO. Predict which catalyst facilitates the given reaction. Reactant: [F:1][C:2]([F:31])([F:30])[C:3]([NH:5][C:6]1[CH:7]=[C:8]([NH:12]/[C:13](=[C:20]2\[C:21](=[O:29])[NH:22][C:23]3[C:28]\2=[CH:27][CH:26]=[CH:25][CH:24]=3)/[C:14]2[CH:19]=[CH:18][CH:17]=[CH:16][CH:15]=2)[CH:9]=[CH:10][CH:11]=1)=[O:4].[C:32](=O)([O-])[O-].[K+].[K+].CI. Product: [F:31][C:2]([F:1])([F:30])[C:3]([N:5]([C:6]1[CH:7]=[C:8]([NH:12]/[C:13](=[C:20]2\[C:21](=[O:29])[NH:22][C:23]3[C:28]\2=[CH:27][CH:26]=[CH:25][CH:24]=3)/[C:14]2[CH:19]=[CH:18][CH:17]=[CH:16][CH:15]=2)[CH:9]=[CH:10][CH:11]=1)[CH3:32])=[O:4]. The catalyst class is: 21.